From a dataset of Full USPTO retrosynthesis dataset with 1.9M reactions from patents (1976-2016). Predict the reactants needed to synthesize the given product. (1) The reactants are: [CH3:1][N:2]1[CH2:7][CH2:6][N:5]2[N:8]=[C:9]([NH2:11])[CH:10]=[C:4]2[CH2:3]1.Br[C:13]1[C:14](=[O:21])[N:15]([CH3:20])[N:16]=[C:17]([Cl:19])[CH:18]=1.C1(P(C2C=CC=CC=2)C2C3OC4C(=CC=CC=4P(C4C=CC=CC=4)C4C=CC=CC=4)C(C)(C)C=3C=CC=2)C=CC=CC=1. Given the product [Cl:19][C:17]1[CH:18]=[C:13]([NH:11][C:9]2[CH:10]=[C:4]3[CH2:3][N:2]([CH3:1])[CH2:7][CH2:6][N:5]3[N:8]=2)[C:14](=[O:21])[N:15]([CH3:20])[N:16]=1, predict the reactants needed to synthesize it. (2) The reactants are: [NH2:1][C:2]1[CH:10]=[C:9]([N+:11]([O-:13])=[O:12])[CH:8]=[CH:7][C:3]=1[C:4]([OH:6])=O.[CH:14]([NH2:16])=O.C([O-])(O)=O.[Na+]. Given the product [N+:11]([C:9]1[CH:10]=[C:2]2[C:3]([C:4](=[O:6])[NH:16][CH:14]=[N:1]2)=[CH:7][CH:8]=1)([O-:13])=[O:12], predict the reactants needed to synthesize it. (3) Given the product [P:1]([OH:24])([OH:23])([O:3][CH2:4][CH2:5][CH2:6][CH:7]=[O:8])=[O:2], predict the reactants needed to synthesize it. The reactants are: [P:1]([O-:24])([O-:23])([O:3][CH:4](CC1C=CC=CC=1)[CH2:5][CH2:6][C:7](CC1C=CC=CC=1)=[O:8])=[O:2].[H][H].